Dataset: Reaction yield outcomes from USPTO patents with 853,638 reactions. Task: Predict the reaction yield, written as a fraction of the theoretical maximum amount of product (1.0 means a 100% yield; for example, 0.34 means a 34% yield). The product is [CH3:17][O:16][CH2:15][C:14]1[S:13][C:12]([N:18]2[CH2:23][CH2:22][O:21][CH2:20][CH2:19]2)=[N:11][C:10]=1[CH2:9][OH:8]. The yield is 0.740. The reactants are [Si]([O:8][CH2:9][C:10]1[N:11]=[C:12]([N:18]2[CH2:23][CH2:22][O:21][CH2:20][CH2:19]2)[S:13][C:14]=1[CH2:15][O:16][CH3:17])(C(C)(C)C)(C)C.F.F.F.C(N(CC)CC)C. The catalyst is O1CCCC1.